Predict the reaction yield, written as a fraction of the theoretical maximum amount of product (1.0 means a 100% yield; for example, 0.34 means a 34% yield). From a dataset of Reaction yield outcomes from USPTO patents with 853,638 reactions. (1) The reactants are [NH2:1][C@@H:2]1[C:8](=[O:9])[N:7]([CH:10]([CH3:12])[CH3:11])[C:6]2[CH:13]=[CH:14][CH:15]=[CH:16][C:5]=2[O:4][C@@H:3]1[C:17]1[CH:22]=[CH:21][CH:20]=[CH:19][CH:18]=1.[F:23][C:24]1[CH:25]=[C:26]([CH2:31][C:32]([NH:34][C@H:35]([C:37](O)=[O:38])[CH3:36])=[O:33])[CH:27]=[C:28]([F:30])[CH:29]=1.C1C=CC2N(O)N=NC=2C=1.CN1CCOCC1.CCN=C=NCCCN(C)C.Cl. The yield is 0.620. The catalyst is C(Cl)Cl. The product is [F:23][C:24]1[CH:25]=[C:26]([CH2:31][C:32]([NH:34][C@H:35]([C:37]([NH:1][C@@H:2]2[C:8](=[O:9])[N:7]([CH:10]([CH3:12])[CH3:11])[C:6]3[CH:13]=[CH:14][CH:15]=[CH:16][C:5]=3[O:4][C@@H:3]2[C:17]2[CH:22]=[CH:21][CH:20]=[CH:19][CH:18]=2)=[O:38])[CH3:36])=[O:33])[CH:27]=[C:28]([F:30])[CH:29]=1. (2) The reactants are C(O[BH-](OC(=O)C)OC(=O)C)(=O)C.[Na+].[F:15][C:16]([F:52])([F:51])[C:17]1[CH:18]=[C:19]([CH:44]=[C:45]([C:47]([F:50])([F:49])[F:48])[CH:46]=1)[CH2:20][N:21]([C:38]1[N:39]=[N:40][N:41]([CH3:43])[N:42]=1)[C@H:22]1[CH2:28][CH2:27][CH2:26][NH:25][C:24]2[CH:29]=[C:30]([C:34]([F:37])([F:36])[F:35])[C:31]([CH3:33])=[CH:32][C:23]1=2.[CH3:53][O:54][C:55](=[O:65])[C:56]1[CH:61]=[C:60]([CH:62]=O)[CH:59]=[CH:58][C:57]=1[OH:64].C(O)(=O)C. The catalyst is C(#N)C.ClCCl. The product is [CH3:53][O:54][C:55](=[O:65])[C:56]1[CH:61]=[C:60]([CH2:62][N:25]2[CH2:26][CH2:27][CH2:28][C@H:22]([N:21]([CH2:20][C:19]3[CH:44]=[C:45]([C:47]([F:50])([F:48])[F:49])[CH:46]=[C:17]([C:16]([F:51])([F:15])[F:52])[CH:18]=3)[C:38]3[N:39]=[N:40][N:41]([CH3:43])[N:42]=3)[C:23]3[CH:32]=[C:31]([CH3:33])[C:30]([C:34]([F:35])([F:36])[F:37])=[CH:29][C:24]2=3)[CH:59]=[CH:58][C:57]=1[OH:64]. The yield is 0.600. (3) The reactants are [CH3:1][O:2][C:3]1[CH:8]=[CH:7][C:6]([C:9]2[S:13][C:12]3[CH:14]=[C:15]([O:18][CH3:19])[CH:16]=[CH:17][C:11]=3[CH:10]=2)=[CH:5][CH:4]=1.[CH3:20][O:21][C:22]1[CH:23]=[C:24]([CH:28]=[CH:29][C:30]=1[O:31][CH3:32])[C:25](Cl)=[O:26].[Al+3].[Cl-].[Cl-].[Cl-].O. The catalyst is C(Cl)Cl.CCOC(C)=O. The product is [CH3:20][O:21][C:22]1[CH:23]=[C:24]([CH:28]=[CH:29][C:30]=1[O:31][CH3:32])[C:25]([C:10]1[C:11]2[CH:17]=[CH:16][C:15]([O:18][CH3:19])=[CH:14][C:12]=2[S:13][C:9]=1[C:6]1[CH:7]=[CH:8][C:3]([O:2][CH3:1])=[CH:4][CH:5]=1)=[O:26]. The yield is 0.760. (4) The reactants are Cl[C:2]1[N:6]2[CH:7]=[C:8]([F:11])[CH:9]=[CH:10][C:5]2=[N:4][N:3]=1.[NH:12]1[CH2:17][CH2:16][CH:15]([CH2:18][CH2:19]O)[CH2:14][CH2:13]1.CC(N(C)C)=[O:23]. No catalyst specified. The product is [F:11][C:8]1[CH:9]=[CH:10][C:5]2[N:6]([C:2]([N:12]3[CH2:17][CH2:16][CH:15]([CH:18]([OH:23])[CH3:19])[CH2:14][CH2:13]3)=[N:3][N:4]=2)[CH:7]=1. The yield is 0.410. (5) The reactants are [H-].[Na+].[CH:3]([C:5]1[C:13]2[C:12]([C:14]([O:16][CH3:17])=[O:15])=[CH:11][CH:10]=[CH:9][C:8]=2[NH:7][CH:6]=1)=[O:4].Br[CH2:19][C:20]1[CH:25]=[C:24]([Cl:26])[CH:23]=[CH:22][C:21]=1[O:27][CH2:28][C:29]1[CH:34]=[CH:33][C:32]([Cl:35])=[CH:31][C:30]=1[F:36]. The catalyst is CN(C=O)C. The product is [Cl:26][C:24]1[CH:23]=[CH:22][C:21]([O:27][CH2:28][C:29]2[CH:34]=[CH:33][C:32]([Cl:35])=[CH:31][C:30]=2[F:36])=[C:20]([CH:25]=1)[CH2:19][N:7]1[C:8]2[CH:9]=[CH:10][CH:11]=[C:12]([C:14]([O:16][CH3:17])=[O:15])[C:13]=2[C:5]([CH:3]=[O:4])=[CH:6]1. The yield is 0.940. (6) The reactants are [CH3:1][N:2]([CH3:13])[CH2:3][CH2:4][CH2:5][CH2:6][CH2:7][CH2:8][CH2:9][CH2:10][CH2:11][CH3:12].[CH:14]([C:16]1[CH:23]=[CH:22][C:19]([CH2:20][Cl:21])=[CH:18][CH:17]=1)=[CH2:15]. The catalyst is CCOCC. The product is [Cl-:21].[CH:14]([C:16]1[CH:23]=[CH:22][C:19]([CH2:20][N+:2]([CH2:3][CH2:4][CH2:5][CH2:6][CH2:7][CH2:8][CH2:9][CH2:10][CH2:11][CH3:12])([CH3:1])[CH3:13])=[CH:18][CH:17]=1)=[CH2:15]. The yield is 0.170.